Dataset: Reaction yield outcomes from USPTO patents with 853,638 reactions. Task: Predict the reaction yield, written as a fraction of the theoretical maximum amount of product (1.0 means a 100% yield; for example, 0.34 means a 34% yield). (1) The reactants are [Br:1][C:2]1[CH:3]=[C:4]([C:8]2([C:11]3[CH:16]=[CH:15][CH:14]=[C:13]([Br:17])[CH:12]=3)[CH2:10][O:9]2)[CH:5]=[CH:6][CH:7]=1.O.C1(C)C=CC(S(O)(=O)=O)=CC=1.C=O.[C:32]([O-])([O-])=[O:33].[K+].[K+]. The catalyst is C1(C)C=CC=CC=1.O. The product is [Br:1][C:2]1[CH:3]=[C:4]([C:8]([C:11]2[CH:16]=[CH:15][CH:14]=[C:13]([Br:17])[CH:12]=2)([CH2:32][OH:33])[CH2:10][OH:9])[CH:5]=[CH:6][CH:7]=1. The yield is 0.570. (2) The reactants are Br[C:2]1[CH:7]=[CH:6][C:5]([C:8]2[O:9][C:10]([CH3:31])=[C:11]([CH2:13][CH2:14][O:15][C:16]3[CH:17]=[C:18]4[C:22](=[CH:23][CH:24]=3)[C@H:21]([CH2:25][C:26]([O:28][CH2:29][CH3:30])=[O:27])[CH2:20][CH2:19]4)[N:12]=2)=[CH:4][CH:3]=1.[C:32]([C:35]1[S:39][C:38](B(O)O)=[CH:37][CH:36]=1)(=[O:34])[CH3:33].C(=O)([O-])[O-].[Na+].[Na+].[C:49]1(C)[CH:54]=[CH:53][CH:52]=[CH:51][CH:50]=1. The catalyst is O1CCOCC1.C1(P(C2C=CC=CC=2)[C-]2C=CC=C2)C=CC=CC=1.[C-]1(P(C2C=CC=CC=2)C2C=CC=CC=2)C=CC=C1.[Fe+2].Cl[Pd]Cl. The product is [C:32]([C:35]1[S:39][C:38]([C:49]2[CH:54]=[CH:53][C:52]([C:2]3[CH:3]=[CH:4][C:5]([C:8]4[O:9][C:10]([CH3:31])=[C:11]([CH2:13][CH2:14][O:15][C:16]5[CH:17]=[C:18]6[C:22](=[CH:23][CH:24]=5)[C@H:21]([CH2:25][C:26]([O:28][CH2:29][CH3:30])=[O:27])[CH2:20][CH2:19]6)[N:12]=4)=[CH:6][CH:7]=3)=[CH:51][CH:50]=2)=[CH:37][CH:36]=1)(=[O:34])[CH3:33]. The yield is 0.460. (3) The reactants are [F:1][C:2]1[CH:7]=[CH:6][C:5]([CH2:8][CH2:9][CH2:10][CH2:11][CH2:12][CH2:13][CH2:14][C:15]([OH:17])=O)=[CH:4][C:3]=1[CH3:18].C(N(CC)CC)C.C(Cl)(=O)C(C)(C)C.[Li+].[Cl-].[CH:35]([C@@H:38]1[CH2:42][O:41][C:40](=[O:43])[NH:39]1)([CH3:37])[CH3:36]. The catalyst is C1COCC1.C(OCC)(=O)C. The product is [F:1][C:2]1[CH:7]=[CH:6][C:5]([CH2:8][CH2:9][CH2:10][CH2:11][CH2:12][CH2:13][CH2:14][C:15]([N:39]2[C@H:38]([CH:35]([CH3:37])[CH3:36])[CH2:42][O:41][C:40]2=[O:43])=[O:17])=[CH:4][C:3]=1[CH3:18]. The yield is 0.820. (4) The reactants are [CH3:1][NH2:2].C(O)C.Br[C:7]1[C:15]2[C:10](=[N:11][CH:12]=[C:13]([N+:16]([O-:18])=[O:17])[CH:14]=2)[NH:9][N:8]=1. The catalyst is O.C(OCC)(=O)C. The product is [CH3:1][NH:2][C:7]1[C:15]2[C:10](=[N:11][CH:12]=[C:13]([N+:16]([O-:18])=[O:17])[CH:14]=2)[NH:9][N:8]=1. The yield is 0.210. (5) The reactants are [F:1][C:2]1[C:10]([O:11][C:12]2[C:21]3[C:16](=[CH:17][C:18]([O:24][CH2:25][CH2:26][CH2:27][N:28]4[CH2:33][CH2:32][NH:31][CH2:30][CH2:29]4)=[C:19]([O:22][CH3:23])[CH:20]=3)[N:15]=[CH:14][N:13]=2)=[CH:9][CH:8]=[C:7]2[C:3]=1[CH:4]=[C:5]([CH3:34])[NH:6]2.ClC(Cl)(Cl)[C:37]([N:39]=C=O)=[O:38]. The catalyst is N1C=CC=CC=1.CO. The product is [C:37]([N:31]1[CH2:32][CH2:33][N:28]([CH2:27][CH2:26][CH2:25][O:24][C:18]2[CH:17]=[C:16]3[C:21]([C:12]([O:11][C:10]4[C:2]([F:1])=[C:3]5[C:7](=[CH:8][CH:9]=4)[NH:6][C:5]([CH3:34])=[CH:4]5)=[N:13][CH:14]=[N:15]3)=[CH:20][C:19]=2[O:22][CH3:23])[CH2:29][CH2:30]1)(=[O:38])[NH2:39]. The yield is 0.460. (6) The reactants are [Cl:1][C:2]1[CH:7]=[CH:6][C:5]([O:8][C:9]2[CH:16]=[CH:15][C:14]([CH2:17][S:18][C:19]3[NH:20][CH:21]=[C:22]([CH2:26][C:27]4[CH:28]=[N:29][C:30]([O:33][CH3:34])=[N:31][CH:32]=4)[C:23](=[O:25])[N:24]=3)=[CH:13][C:10]=2[C:11]#[N:12])=[CH:4][C:3]=1[C:35]([F:38])([F:37])[F:36].[CH3:39]CN(C(C)C)C(C)C.CI. The catalyst is C(Cl)Cl. The product is [Cl:1][C:2]1[CH:7]=[CH:6][C:5]([O:8][C:9]2[CH:16]=[CH:15][C:14]([CH2:17][S:18][C:19]3[N:20]([CH3:39])[CH:21]=[C:22]([CH2:26][C:27]4[CH:32]=[N:31][C:30]([O:33][CH3:34])=[N:29][CH:28]=4)[C:23](=[O:25])[N:24]=3)=[CH:13][C:10]=2[C:11]#[N:12])=[CH:4][C:3]=1[C:35]([F:37])([F:38])[F:36]. The yield is 0.0780. (7) The reactants are [Cl:1][C:2]1[N:3]=[C:4](Cl)[C:5]2[CH2:11][O:10][CH2:9][CH:8]([C:12]3[CH:17]=[CH:16][C:15]([Cl:18])=[CH:14][CH:13]=3)[C:6]=2[N:7]=1.[CH3:20][NH:21][CH3:22]. No catalyst specified. The product is [Cl:1][C:2]1[N:3]=[C:4]([N:21]([CH3:22])[CH3:20])[C:5]2[CH2:11][O:10][CH2:9][CH:8]([C:12]3[CH:17]=[CH:16][C:15]([Cl:18])=[CH:14][CH:13]=3)[C:6]=2[N:7]=1. The yield is 0.780. (8) The reactants are Br[C:2]1[N:6]2[C:7]3[C:12]([N:13]=[C:14]([NH:15][CH2:16][CH2:17][CH2:18][OH:19])[C:5]2=[N:4][CH:3]=1)=[CH:11][C:10]([C:20]([F:23])([F:22])[F:21])=[CH:9][CH:8]=3.[C:24]([Si:26]([CH3:29])([CH3:28])[CH3:27])#[CH:25].C(Cl)Cl.[Cl-].[NH4+]. The catalyst is C(N(CC)CC)C.[Cu](I)I. The product is [CH3:27][Si:26]([C:24]#[C:25][C:2]1[N:6]2[C:7]3[C:12]([N:13]=[C:14]([NH:15][CH2:16][CH2:17][CH2:18][OH:19])[C:5]2=[N:4][CH:3]=1)=[CH:11][C:10]([C:20]([F:23])([F:22])[F:21])=[CH:9][CH:8]=3)([CH3:29])[CH3:28]. The yield is 0.750.